From a dataset of Full USPTO retrosynthesis dataset with 1.9M reactions from patents (1976-2016). Predict the reactants needed to synthesize the given product. (1) Given the product [C:31]1([C@H:29]([NH:28][CH:24]2[CH2:25][CH2:26][CH2:27][CH:22]([C:19]3[CH:18]=[CH:17][C:16]([NH:44][C:41](=[O:43])[CH3:42])=[CH:21][CH:20]=3)[CH2:23]2)[CH3:30])[C:40]2[C:35](=[CH:36][CH:37]=[CH:38][CH:39]=2)[CH:34]=[CH:33][CH:32]=1, predict the reactants needed to synthesize it. The reactants are: IC1C=CC(C2CCCC(=O)C2)=CC=1.I[C:16]1[CH:21]=[CH:20][C:19]([CH:22]2[CH2:27][CH2:26][CH2:25][CH:24]([NH:28][CH:29]([C:31]3[C:40]4[C:35](=[CH:36][CH:37]=[CH:38][CH:39]=4)[CH:34]=[CH:33][CH:32]=3)[CH3:30])[CH2:23]2)=[CH:18][CH:17]=1.[C:41]([NH2:44])(=[O:43])[CH3:42].NCC(O)=O.[O-]P([O-])([O-])=O.[K+].[K+].[K+]. (2) Given the product [F:38][C:37]([F:40])([F:39])[C:43]([OH:42])=[O:47].[CH:17]([N:15]([CH3:16])[C@@H:12]1[CH2:13][CH2:14][C@H:9]([N:6]2[CH2:7][CH2:8][C@@H:4]([CH2:3][C:2](=[N:44][O:42][CH3:43])[C:31]3[CH:36]=[CH:35][CH:34]=[C:33]([C:37]([F:38])([F:40])[F:39])[CH:32]=3)[C:5]2=[O:30])[C@H:10]([CH2:20][S:21]([C:24]2[CH:29]=[CH:28][CH:27]=[CH:26][CH:25]=2)(=[O:23])=[O:22])[CH2:11]1)([CH3:18])[CH3:19], predict the reactants needed to synthesize it. The reactants are: O=[C:2]([C:31]1[CH:36]=[CH:35][CH:34]=[C:33]([C:37]([F:40])([F:39])[F:38])[CH:32]=1)[CH2:3][C@@H:4]1[CH2:8][CH2:7][N:6]([C@H:9]2[CH2:14][CH2:13][C@@H:12]([N:15]([CH:17]([CH3:19])[CH3:18])[CH3:16])[CH2:11][C@H:10]2[CH2:20][S:21]([C:24]2[CH:29]=[CH:28][CH:27]=[CH:26][CH:25]=2)(=[O:23])=[O:22])[C:5]1=[O:30].Cl.[O:42]([NH2:44])[CH3:43].CC([O-])=[O:47].[Na+]. (3) Given the product [C:1]([C:5]1[CH:6]=[C:7]([NH:18][C:37]([C:33]2[C:34]3[C:29](=[CH:28][C:27]([O:26][C:22]4[CH:21]=[C:20]([Cl:19])[N:25]=[CH:24][N:23]=4)=[CH:36][CH:35]=3)[CH:30]=[CH:31][CH:32]=2)=[O:38])[N:8]([C:10]2[CH:15]=[CH:14][C:13]([O:16][CH3:17])=[CH:12][CH:11]=2)[N:9]=1)([CH3:4])([CH3:2])[CH3:3], predict the reactants needed to synthesize it. The reactants are: [C:1]([C:5]1[CH:6]=[C:7]([NH2:18])[N:8]([C:10]2[CH:15]=[CH:14][C:13]([O:16][CH3:17])=[CH:12][CH:11]=2)[N:9]=1)([CH3:4])([CH3:3])[CH3:2].[Cl:19][C:20]1[N:25]=[CH:24][N:23]=[C:22]([O:26][C:27]2[CH:28]=[C:29]3[C:34](=[CH:35][CH:36]=2)[C:33]([C:37](Cl)=[O:38])=[CH:32][CH:31]=[CH:30]3)[CH:21]=1.N1C=CC=CC=1.C([O-])([O-])=O.[Na+].[Na+]. (4) Given the product [O:13]=[C:7]1[O:6][C@H:5]([C:4]([Cl:3])([Cl:14])[Cl:15])[N:9]2[CH2:10][CH2:11][CH2:12][C@@:8]12[CH:24]=[O:25], predict the reactants needed to synthesize it. The reactants are: [Li+].[Cl-].[Cl:3][C:4]([Cl:15])([Cl:14])[C@@H:5]1[N:9]2[CH2:10][CH2:11][CH2:12][C@H:8]2[C:7](=[O:13])[O:6]1.[Li+].CC([N-]C(C)C)C.[CH:24](OC)=[O:25].C(O)(=O)CC(CC(O)=O)(C(O)=O)O. (5) The reactants are: [F:1][C:2]1[C:3]([OH:10])=[C:4]([CH:7]=[CH:8][CH:9]=1)[CH:5]=[O:6].[C:11](=O)([O-])[O-].[K+].[K+].S(OC)(OC)(=O)=O. Given the product [F:1][C:2]1[C:3]([O:10][CH3:11])=[C:4]([CH:7]=[CH:8][CH:9]=1)[CH:5]=[O:6], predict the reactants needed to synthesize it. (6) Given the product [Cl:18][C:11]1[CH:10]=[C:9](/[CH:8]=[C:4]2/[C:5](=[O:7])[N:6]3[CH:20]=[C:21]([C:23]4[CH:24]=[N:25][C:26]([N:29]5[CH:33]=[C:32]([CH3:34])[NH:31][CH2:30]5)=[CH:27][CH:28]=4)[N:1]=[C:2]3[S:3]/2)[CH:14]=[C:13]([O:15][CH3:16])[C:12]=1[OH:17], predict the reactants needed to synthesize it. The reactants are: [NH2:1][C:2]1[S:3]/[C:4](=[CH:8]\[C:9]2[CH:14]=[C:13]([O:15][CH3:16])[C:12]([OH:17])=[C:11]([Cl:18])[CH:10]=2)/[C:5](=[O:7])[N:6]=1.Br[CH2:20][C:21]([C:23]1[CH:24]=[N:25][C:26]([N:29]2[CH:33]=[C:32]([CH3:34])[N:31]=[CH:30]2)=[CH:27][CH:28]=1)=O. (7) Given the product [NH3:2].[CH3:36][N:2]([CH3:1])[C:3]1[CH:4]=[C:5]([CH:33]=[CH:34][CH:35]=1)[CH2:6][O:7][CH2:8][CH2:9][O:10][CH2:11][CH2:12][CH2:13][CH2:14][CH2:15][CH2:16][N:17]([CH2:18][C@@H:19]([C:21]1[CH:32]=[CH:31][C:24]2[O:25][C:26]([CH3:29])([CH3:30])[O:27][CH2:28][C:23]=2[CH:22]=1)[OH:20])[C:47](=[O:48])[O:49][CH2:50][C:51]1[CH:56]=[CH:55][CH:54]=[CH:53][CH:52]=1, predict the reactants needed to synthesize it. The reactants are: [CH3:1][N:2]([CH3:36])[C:3]1[CH:4]=[C:5]([CH:33]=[CH:34][CH:35]=1)[CH2:6][O:7][CH2:8][CH2:9][O:10][CH2:11][CH2:12][CH2:13][CH2:14][CH2:15][CH2:16][NH:17][CH2:18][C@@H:19]([C:21]1[CH:32]=[CH:31][C:24]2[O:25][C:26]([CH3:30])([CH3:29])[O:27][CH2:28][C:23]=2[CH:22]=1)[OH:20].C(N(C(C)C)CC)(C)C.Cl[C:47]([O:49][CH2:50][C:51]1[CH:56]=[CH:55][CH:54]=[CH:53][CH:52]=1)=[O:48].C(=O)(O)[O-].[Na+]. (8) Given the product [C:15]([C:17]1[CH:18]=[C:19]([N:23]2[CH2:28][CH2:27][N:26]([C:12]([C:11]3[NH:10][CH:9]=[N:8][C:7]=3[C:1]3[CH:2]=[CH:3][CH:4]=[CH:5][CH:6]=3)=[O:14])[CH2:25][CH2:24]2)[CH:20]=[CH:21][CH:22]=1)#[N:16], predict the reactants needed to synthesize it. The reactants are: [C:1]1([C:7]2[N:8]=[CH:9][NH:10][C:11]=2[C:12]([OH:14])=O)[CH:6]=[CH:5][CH:4]=[CH:3][CH:2]=1.[C:15]([C:17]1[CH:18]=[C:19]([N:23]2[CH2:28][CH2:27][NH:26][CH2:25][CH2:24]2)[CH:20]=[CH:21][CH:22]=1)#[N:16].Cl.CN(C)CCCN=C=NCC.O.ON1C2C=CC=CC=2N=N1.